This data is from Reaction yield outcomes from USPTO patents with 853,638 reactions. The task is: Predict the reaction yield, written as a fraction of the theoretical maximum amount of product (1.0 means a 100% yield; for example, 0.34 means a 34% yield). (1) The yield is 0.910. The reactants are [Si:1]([O:8][C@@H:9]1[CH2:14][CH2:13][C@H:12]([OH:15])[C@@H:11]([C:16]2[N:20]([CH3:21])[N:19]=[CH:18][CH:17]=2)[CH2:10]1)([C:4]([CH3:7])([CH3:6])[CH3:5])([CH3:3])[CH3:2].C(N(CC)CC)C.[C:29](Cl)(=[O:36])[C:30]1[CH:35]=[CH:34][CH:33]=[CH:32][CH:31]=1. The product is [C:29]([O:15][C@H:12]1[CH2:13][CH2:14][C@@H:9]([O:8][Si:1]([C:4]([CH3:7])([CH3:5])[CH3:6])([CH3:2])[CH3:3])[CH2:10][C@@H:11]1[C:16]1[N:20]([CH3:21])[N:19]=[CH:18][CH:17]=1)(=[O:36])[C:30]1[CH:35]=[CH:34][CH:33]=[CH:32][CH:31]=1. The catalyst is ClCCl. (2) The reactants are [CH:1]([C@@H:3]1[CH2:7][CH2:6][CH2:5][N:4]1[C:8]([O:10][C:11]([CH3:14])([CH3:13])[CH3:12])=[O:9])=O.C#C.CC[N:19](CC)[CH2:20][CH3:21].C[N:25](C=O)C. The catalyst is [Cu]I.C1C=CC([P]([Pd]([P](C2C=CC=CC=2)(C2C=CC=CC=2)C2C=CC=CC=2)([P](C2C=CC=CC=2)(C2C=CC=CC=2)C2C=CC=CC=2)[P](C2C=CC=CC=2)(C2C=CC=CC=2)C2C=CC=CC=2)(C2C=CC=CC=2)C2C=CC=CC=2)=CC=1. The product is [NH:25]1[CH:21]=[CH:20][N:19]=[C:1]1[C@@H:3]1[CH2:7][CH2:6][CH2:5][N:4]1[C:8]([O:10][C:11]([CH3:14])([CH3:13])[CH3:12])=[O:9]. The yield is 0.340. (3) The reactants are [CH:1]1([C:4]([CH:26]2[CH2:28][CH2:27]2)([C:6]2[S:7][C:8]([C:11]3[CH:16]=[C:15]([N+:17]([O-])=O)[CH:14]=[C:13]([N:20]4[CH2:25][CH2:24][O:23][CH2:22][CH2:21]4)[CH:12]=3)=[CH:9][N:10]=2)[OH:5])[CH2:3][CH2:2]1.C(O)(=O)C. The catalyst is C(OCC)(=O)C.[Pd]. The product is [NH2:17][C:15]1[CH:16]=[C:11]([C:8]2[S:7][C:6]([C:4]([CH:1]3[CH2:2][CH2:3]3)([CH:26]3[CH2:28][CH2:27]3)[OH:5])=[N:10][CH:9]=2)[CH:12]=[C:13]([N:20]2[CH2:25][CH2:24][O:23][CH2:22][CH2:21]2)[CH:14]=1. The yield is 1.00.